This data is from Catalyst prediction with 721,799 reactions and 888 catalyst types from USPTO. The task is: Predict which catalyst facilitates the given reaction. (1) Reactant: [CH:1]1([NH:6][C:7]2[C:8]3[N:9]([C:13]([C:24]4[CH:29]=[CH:28][N:27]=[C:26]([NH:30][CH:31]5[CH2:35][CH2:34][CH2:33][CH2:32]5)[N:25]=4)=[C:14]([C:16]4[CH:21]=[CH:20][C:19]([O:22]C)=[CH:18][CH:17]=4)[N:15]=3)[CH:10]=[CH:11][CH:12]=2)[CH2:5][CH2:4][CH2:3][CH2:2]1.B(Br)(Br)Br. Product: [CH:1]1([NH:6][C:7]2[C:8]3[N:9]([C:13]([C:24]4[CH:29]=[CH:28][N:27]=[C:26]([NH:30][CH:31]5[CH2:35][CH2:34][CH2:33][CH2:32]5)[N:25]=4)=[C:14]([C:16]4[CH:17]=[CH:18][C:19]([OH:22])=[CH:20][CH:21]=4)[N:15]=3)[CH:10]=[CH:11][CH:12]=2)[CH2:5][CH2:4][CH2:3][CH2:2]1. The catalyst class is: 4. (2) Reactant: [N:1]1[CH:6]=[CH:5][CH:4]=[CH:3][C:2]=1[N:7]1[CH2:12][CH2:11][NH:10][CH2:9][CH2:8]1.Cl.[CH2:14]([O:16][C:17]1[CH:18]=[C:19]([C:26]2[C@@H:35]3[C@@H:30]([CH2:31][CH:32]=[CH:33][CH2:34]3)[C:29](=[O:36])[N:28]([C:37]3[CH:42]=[CH:41][C:40]([C:43](N4CCN(C5C=CC=CC=5)CC4)=[O:44])=[CH:39][CH:38]=3)[N:27]=2)[CH:20]=[CH:21][C:22]=1[O:23][CH2:24][CH3:25])[CH3:15]. Product: [CH2:14]([O:16][C:17]1[CH:18]=[C:19]([C:26]2[C@@H:35]3[C@@H:30]([CH2:31][CH:32]=[CH:33][CH2:34]3)[C:29](=[O:36])[N:28]([C:37]3[CH:38]=[CH:39][C:40]([C:43]([N:10]4[CH2:9][CH2:8][N:7]([C:2]5[CH:3]=[CH:4][CH:5]=[CH:6][N:1]=5)[CH2:12][CH2:11]4)=[O:44])=[CH:41][CH:42]=3)[N:27]=2)[CH:20]=[CH:21][C:22]=1[O:23][CH2:24][CH3:25])[CH3:15]. The catalyst class is: 27. (3) Reactant: [Si:1]([O:8][CH:9]([CH3:14])[C:10](OC)=[O:11])([C:4]([CH3:7])([CH3:6])[CH3:5])([CH3:3])[CH3:2].[NH2:15][NH2:16]. Product: [Si:1]([O:8][CH:9]([CH3:14])[C:10]([NH:15][NH2:16])=[O:11])([C:4]([CH3:7])([CH3:6])[CH3:5])([CH3:3])[CH3:2]. The catalyst class is: 8. (4) Reactant: [CH3:1][O:2][C:3]1[CH:23]=[CH:22][C:6]([CH2:7][N:8]2[C:18]3[C:19]4[C:11](=[N:12][NH:13][C:14]=4[N:15]=[C:16]([S:20][CH3:21])[N:17]=3)[CH2:10][CH2:9]2)=[CH:5][CH:4]=1.[C:24]([O-])([O-])=O.[Cs+].[Cs+].CI.C(OCC)(=O)C. Product: [CH3:1][O:2][C:3]1[CH:4]=[CH:5][C:6]([CH2:7][N:8]2[C:18]3[C:19]4[C:11](=[N:12][N:13]([CH3:24])[C:14]=4[N:15]=[C:16]([S:20][CH3:21])[N:17]=3)[CH2:10][CH2:9]2)=[CH:22][CH:23]=1. The catalyst class is: 18. (5) Reactant: Br[C:2]1[C:3]2[N:4]([CH:18]=[CH:19][N:20]=2)[N:5]=[C:6]([C:8]2[CH:9]=[C:10]([CH:15]=[CH:16][CH:17]=2)[C:11]([O:13][CH3:14])=[O:12])[CH:7]=1.[CH3:21][C@@H:22]1[CH2:26][CH2:25][CH2:24][N:23]1[C:27]1[N:32]=[C:31]([NH2:33])[CH:30]=[CH:29][CH:28]=1.C1C=CC(P(C2C(C3C(P(C4C=CC=CC=4)C4C=CC=CC=4)=CC=C4C=3C=CC=C4)=C3C(C=CC=C3)=CC=2)C2C=CC=CC=2)=CC=1.C([O-])([O-])=O.[Cs+].[Cs+]. Product: [CH3:21][C@@H:22]1[CH2:26][CH2:25][CH2:24][N:23]1[C:27]1[N:32]=[C:31]([NH:33][C:2]2[C:3]3[N:4]([CH:18]=[CH:19][N:20]=3)[N:5]=[C:6]([C:8]3[CH:9]=[C:10]([CH:15]=[CH:16][CH:17]=3)[C:11]([O:13][CH3:14])=[O:12])[CH:7]=2)[CH:30]=[CH:29][CH:28]=1. The catalyst class is: 102. (6) Reactant: [C:1]([O:5][C:6](=[O:39])[NH:7][N:8]1[C:17](=[O:18])[C:16]2[C:11](=[C:12]([F:34])[C:13]([N:21]3[CH2:25][CH2:24][C@H:23]([NH:26][C:27]([O:29][C:30]([CH3:33])([CH3:32])[CH3:31])=[O:28])[CH2:22]3)=[C:14]([F:20])[C:15]=2F)[N:10]([CH:35]2[CH2:37][CH2:36]2)[C:9]1=[O:38])([CH3:4])([CH3:3])[CH3:2].C(N(CC)CC)C.[CH2:47]([NH2:54])[C:48]1[CH:53]=[CH:52][CH:51]=[CH:50][CH:49]=1. Product: [C:1]([O:5][C:6](=[O:39])[NH:7][N:8]1[C:17](=[O:18])[C:16]2[C:11](=[C:12]([F:34])[C:13]([N:21]3[CH2:25][CH2:24][C@H:23]([NH:26][C:27]([O:29][C:30]([CH3:31])([CH3:32])[CH3:33])=[O:28])[CH2:22]3)=[C:14]([F:20])[C:15]=2[NH:54][CH2:47][C:48]2[CH:53]=[CH:52][CH:51]=[CH:50][CH:49]=2)[N:10]([CH:35]2[CH2:36][CH2:37]2)[C:9]1=[O:38])([CH3:4])([CH3:2])[CH3:3]. The catalyst class is: 16. (7) The catalyst class is: 28. Product: [O:19]=[C:7]1[C:8]2[C:13](=[CH:12][C:11]([N:14]3[CH:15]=[CH:16][CH:17]=[CH:18]3)=[CH:10][CH:9]=2)/[C:4](=[CH:3]/[NH:26][CH2:27][CH2:28][CH2:29][C:30]([OH:32])=[O:31])/[C:5](=[O:20])[NH:6]1. Reactant: CO/[CH:3]=[C:4]1/[C:5](=[O:20])[NH:6][C:7](=[O:19])[C:8]2[C:13]/1=[CH:12][C:11]([N:14]1[CH:18]=[CH:17][CH:16]=[CH:15]1)=[CH:10][CH:9]=2.CN(C)C=O.[NH2:26][CH2:27][CH2:28][CH2:29][C:30]([OH:32])=[O:31]. (8) Reactant: [Cl:1][C:2]1[CH:7]=[CH:6][C:5]([S:8]([C@@:11]23[CH2:24][CH2:23][C:18]4(OCC[O:19]4)[CH2:17][C@H:16]2[CH2:15][O:14][C:13]2[C:25]([F:30])=[CH:26][CH:27]=[C:28]([F:29])[C:12]3=2)(=[O:10])=[O:9])=[CH:4][CH:3]=1.C1(C)C(S(Cl)(=O)=O)=CC=CC=1. Product: [Cl:1][C:2]1[CH:3]=[CH:4][C:5]([S:8]([C@@:11]23[CH2:24][CH2:23][C:18](=[O:19])[CH2:17][C@H:16]2[CH2:15][O:14][C:13]2[C:12]3=[C:28]([F:29])[CH:27]=[CH:26][C:25]=2[F:30])(=[O:10])=[O:9])=[CH:6][CH:7]=1. The catalyst class is: 95.